This data is from Peptide-MHC class II binding affinity with 134,281 pairs from IEDB. The task is: Regression. Given a peptide amino acid sequence and an MHC pseudo amino acid sequence, predict their binding affinity value. This is MHC class II binding data. The peptide sequence is KILEPGPGPGFRKYT. The MHC is DRB1_0901 with pseudo-sequence DRB1_0901. The binding affinity (normalized) is 0.